The task is: Predict which catalyst facilitates the given reaction.. This data is from Catalyst prediction with 721,799 reactions and 888 catalyst types from USPTO. (1) Product: [Cl:30][C:29]1[C:24]([CH2:23][N:22]2[C:6]3[CH:7]=[C:8]([O:9][CH2:10][CH2:11][C:12]([CH3:18])([CH3:19])[C:13]([O:15][CH2:16][CH3:17])=[O:14])[CH:20]=[CH:21][C:5]=3[N:4]=[C:1]2[CH3:2])=[N:25][CH:26]=[C:27]([C:31]([F:33])([F:32])[F:34])[CH:28]=1. Reactant: [C:1]([NH:4][C:5]1[CH:21]=[CH:20][C:8]([O:9][CH2:10][CH2:11][C:12]([CH3:19])([CH3:18])[C:13]([O:15][CH2:16][CH3:17])=[O:14])=[CH:7][C:6]=1[NH:22][CH2:23][C:24]1[C:29]([Cl:30])=[CH:28][C:27]([C:31]([F:34])([F:33])[F:32])=[CH:26][N:25]=1)(=O)[CH3:2].OS(O)(=O)=O.[OH-].[Na+]. The catalyst class is: 14. (2) Reactant: [F:1][C:2]1[CH:7]=[CH:6][C:5]([CH:8]=[C:9]([CH3:13])[C:10]([OH:12])=[O:11])=[CH:4][C:3]=1[O:14][CH3:15].[H][H]. Product: [F:1][C:2]1[CH:7]=[CH:6][C:5]([CH2:8][CH:9]([CH3:13])[C:10]([OH:12])=[O:11])=[CH:4][C:3]=1[O:14][CH3:15]. The catalyst class is: 153. (3) Reactant: [ClH:1].[CH3:2][N:3]([CH2:5][C@H:6]([C:14]1([OH:20])[CH2:19][CH2:18][CH2:17][CH2:16][CH2:15]1)[C:7]1[CH:12]=[CH:11][C:10]([OH:13])=[CH:9][CH:8]=1)[CH3:4].CO.Cl.COC(C)(C)C. Product: [CH3:2][N:3]([CH2:5][C@H:6]([C:14]1([OH:20])[CH2:19][CH2:18][CH2:17][CH2:16][CH2:15]1)[C:7]1[CH:12]=[CH:11][C:10]([OH:13])=[CH:9][CH:8]=1)[CH3:4].[ClH:1].[CH3:4][N:3]([CH3:2])[CH2:5][CH:6]([C:14]1([OH:20])[CH2:15][CH2:16][CH2:17][CH2:18][CH2:19]1)[C:7]1[CH:12]=[CH:11][C:10]([OH:13])=[CH:9][CH:8]=1. The catalyst class is: 5.